This data is from Full USPTO retrosynthesis dataset with 1.9M reactions from patents (1976-2016). The task is: Predict the reactants needed to synthesize the given product. (1) Given the product [CH3:1][O:2][C:3](=[O:15])[C:4]([C:7]1[CH:12]=[CH:11][C:10]([N:13]=[C:17]=[O:19])=[C:9]([F:14])[CH:8]=1)([CH3:6])[CH3:5], predict the reactants needed to synthesize it. The reactants are: [CH3:1][O:2][C:3](=[O:15])[C:4]([C:7]1[CH:12]=[CH:11][C:10]([NH2:13])=[C:9]([F:14])[CH:8]=1)([CH3:6])[CH3:5].Cl[C:17](Cl)([O:19]C(=O)OC(Cl)(Cl)Cl)Cl.CCN(CC)CC. (2) Given the product [Cl:1][C:2]1[CH:7]=[CH:6][N:5]2[N:8]=[C:9]([NH:11][C:13]3[CH:18]=[CH:17][C:16]([S:19]([CH3:22])(=[O:20])=[O:21])=[CH:15][C:14]=3[O:23][CH2:24][C:25]([F:28])([F:27])[F:26])[N:10]=[C:4]2[CH:3]=1, predict the reactants needed to synthesize it. The reactants are: [Cl:1][C:2]1[CH:7]=[CH:6][N:5]2[N:8]=[C:9]([NH2:11])[N:10]=[C:4]2[CH:3]=1.Br[C:13]1[CH:18]=[CH:17][C:16]([S:19]([CH3:22])(=[O:21])=[O:20])=[CH:15][C:14]=1[O:23][CH2:24][C:25]([F:28])([F:27])[F:26]. (3) Given the product [Br:16][C:17]([F:22])([F:21])[C:18]([N:2]([CH3:1])[C:3]1[CH:8]=[CH:7][CH:6]=[CH:5][CH:4]=1)=[O:19], predict the reactants needed to synthesize it. The reactants are: [CH3:1][NH:2][C:3]1[CH:8]=[CH:7][CH:6]=[CH:5][CH:4]=1.C(N(CC)CC)C.[Br:16][C:17]([F:22])([F:21])[C:18](Cl)=[O:19]. (4) Given the product [F:1][C:2]([F:16])([F:15])[C:3]1[CH:4]=[C:5]([CH:8]=[C:9]([C:11]([F:14])([F:13])[F:12])[CH:10]=1)[CH:6]=[N:23][S@:21]([C:18]([CH3:20])([CH3:19])[CH3:17])=[O:22], predict the reactants needed to synthesize it. The reactants are: [F:1][C:2]([F:16])([F:15])[C:3]1[CH:4]=[C:5]([CH:8]=[C:9]([C:11]([F:14])([F:13])[F:12])[CH:10]=1)[CH:6]=O.[CH3:17][C:18]([S@@:21]([NH2:23])=[O:22])([CH3:20])[CH3:19].O.